Dataset: Full USPTO retrosynthesis dataset with 1.9M reactions from patents (1976-2016). Task: Predict the reactants needed to synthesize the given product. (1) Given the product [F:1][C:2]1[CH:7]=[C:6]([F:8])[CH:5]=[CH:4][C:3]=1[N:9]1[C:13]([C:14]2[S:23][C:22]3[C:21]4[N:24]=[C:25]([N:28]5[CH2:33][C@H:32]([CH3:34])[N:31]([CH2:37][CH3:38])[C@H:30]([CH3:35])[CH2:29]5)[CH:26]=[CH:27][C:20]=4[O:19][CH2:18][CH2:17][C:16]=3[CH:15]=2)=[N:12][CH:11]=[N:10]1, predict the reactants needed to synthesize it. The reactants are: [F:1][C:2]1[CH:7]=[C:6]([F:8])[CH:5]=[CH:4][C:3]=1[N:9]1[C:13]([C:14]2[S:23][C:22]3[C:21]4[N:24]=[C:25]([N:28]5[CH2:33][C@H:32]([CH3:34])[NH:31][C@H:30]([CH3:35])[CH2:29]5)[CH:26]=[CH:27][C:20]=4[O:19][CH2:18][CH2:17][C:16]=3[CH:15]=2)=[N:12][CH:11]=[N:10]1.Br[CH2:37][CH2:38]F.C(=O)([O-])[O-].[Cs+].[Cs+]. (2) Given the product [CH3:1][O:2][C:3]1[C:4]2[C:15]([C:16]3[CH:21]=[CH:20][CH:19]=[CH:18][CH:17]=3)=[C:14]([C:22]3[CH:27]=[CH:26][C:25]([C:28]4([NH:32][C:33](=[O:39])[O:34][C:35]([CH3:38])([CH3:37])[CH3:36])[CH2:31][CH2:30][CH2:29]4)=[CH:24][CH:23]=3)[O:13][C:5]=2[N:6]=[C:7]([N:40]2[CH2:45][CH2:44][NH:43][CH2:42][CH2:41]2)[N:8]=1, predict the reactants needed to synthesize it. The reactants are: [CH3:1][O:2][C:3]1[C:4]2[C:15]([C:16]3[CH:21]=[CH:20][CH:19]=[CH:18][CH:17]=3)=[C:14]([C:22]3[CH:27]=[CH:26][C:25]([C:28]4([NH:32][C:33](=[O:39])[O:34][C:35]([CH3:38])([CH3:37])[CH3:36])[CH2:31][CH2:30][CH2:29]4)=[CH:24][CH:23]=3)[O:13][C:5]=2[N:6]=[C:7](S(C)(=O)=O)[N:8]=1.[NH:40]1[CH2:45][CH2:44][NH:43][CH2:42][CH2:41]1.